This data is from Full USPTO retrosynthesis dataset with 1.9M reactions from patents (1976-2016). The task is: Predict the reactants needed to synthesize the given product. Given the product [NH2:18][CH2:17][CH2:16][O:15][C:13]1[N:12]=[C:11]([C:26]2[CH:30]=[CH:29][O:28][CH:27]=2)[C:10]2[N:31]=[C:7]([C:3]3[C:2]([NH2:1])=[N:6][O:5][N:4]=3)[N:8]([CH2:32][CH3:33])[C:9]=2[CH:14]=1, predict the reactants needed to synthesize it. The reactants are: [NH2:1][C:2]1[C:3]([C:7]2[N:8]([CH2:32][CH3:33])[C:9]3[CH:14]=[C:13]([O:15][CH2:16][CH2:17][NH:18]C(=O)OC(C)(C)C)[N:12]=[C:11]([C:26]4[CH:30]=[CH:29][O:28][CH:27]=4)[C:10]=3[N:31]=2)=[N:4][O:5][N:6]=1.C(O)(C(F)(F)F)=O.